This data is from NCI-60 drug combinations with 297,098 pairs across 59 cell lines. The task is: Regression. Given two drug SMILES strings and cell line genomic features, predict the synergy score measuring deviation from expected non-interaction effect. (1) Drug 1: C1CCC(CC1)NC(=O)N(CCCl)N=O. Drug 2: B(C(CC(C)C)NC(=O)C(CC1=CC=CC=C1)NC(=O)C2=NC=CN=C2)(O)O. Cell line: MALME-3M. Synergy scores: CSS=9.56, Synergy_ZIP=-5.23, Synergy_Bliss=-1.31, Synergy_Loewe=-7.16, Synergy_HSA=-1.43. (2) Drug 1: C1CCC(C1)C(CC#N)N2C=C(C=N2)C3=C4C=CNC4=NC=N3. Drug 2: CC1=C(C(=O)C2=C(C1=O)N3CC4C(C3(C2COC(=O)N)OC)N4)N. Cell line: BT-549. Synergy scores: CSS=26.3, Synergy_ZIP=6.05, Synergy_Bliss=6.92, Synergy_Loewe=-10.2, Synergy_HSA=4.33.